From a dataset of Peptide-MHC class II binding affinity with 134,281 pairs from IEDB. Regression. Given a peptide amino acid sequence and an MHC pseudo amino acid sequence, predict their binding affinity value. This is MHC class II binding data. (1) The peptide sequence is GVKPTHISYIMLIFF. The MHC is DRB5_0101 with pseudo-sequence DRB5_0101. The binding affinity (normalized) is 0. (2) The peptide sequence is NYSLSAAVKAGATLL. The MHC is DRB1_0301 with pseudo-sequence DRB1_0301. The binding affinity (normalized) is 0.357.